Task: Predict the reaction yield, written as a fraction of the theoretical maximum amount of product (1.0 means a 100% yield; for example, 0.34 means a 34% yield).. Dataset: Reaction yield outcomes from USPTO patents with 853,638 reactions (1) The reactants are [CH2:1]([C:4]1[S:31][C:7]2[N:8]=[C:9]([O:25][CH2:26][CH2:27][C:28]([OH:30])=[O:29])[N:10]=[C:11]([N:12]3[CH2:17][CH2:16][N:15]4[C:18]([C:21]([F:24])([F:23])[F:22])=[N:19][N:20]=[C:14]4[CH2:13]3)[C:6]=2[CH:5]=1)[CH2:2][CH3:3].C(Cl)(=O)C(Cl)=O.[CH:38](O)([CH3:40])[CH3:39]. No catalyst specified. The product is [CH:38]([O:29][C:28](=[O:30])[CH2:27][CH2:26][O:25][C:9]1[N:10]=[C:11]([N:12]2[CH2:17][CH2:16][N:15]3[C:18]([C:21]([F:22])([F:24])[F:23])=[N:19][N:20]=[C:14]3[CH2:13]2)[C:6]2[CH:5]=[C:4]([CH2:1][CH2:2][CH3:3])[S:31][C:7]=2[N:8]=1)([CH3:40])[CH3:39]. The yield is 0.780. (2) The reactants are [Cl:1][C:2]1[CH:10]=[CH:9][C:5]([C:6](Cl)=[O:7])=[CH:4][C:3]=1[C:11]1[O:15][N:14]=[C:13]([CH2:16][N:17]2[C:25]3[C:20](=[C:21]([C:28]([F:31])([F:30])[F:29])[C:22]([C:26]#[N:27])=[CH:23][CH:24]=3)[CH:19]=[C:18]2[CH2:32][CH2:33][CH3:34])[N:12]=1.[CH3:35][NH2:36]. The catalyst is C1COCC1. The product is [Cl:1][C:2]1[CH:10]=[CH:9][C:5]([C:6]([NH:36][CH3:35])=[O:7])=[CH:4][C:3]=1[C:11]1[O:15][N:14]=[C:13]([CH2:16][N:17]2[C:25]3[C:20](=[C:21]([C:28]([F:30])([F:29])[F:31])[C:22]([C:26]#[N:27])=[CH:23][CH:24]=3)[CH:19]=[C:18]2[CH2:32][CH2:33][CH3:34])[N:12]=1. The yield is 0.590. (3) The reactants are [F:1][C:2]1[CH:7]=[C:6]([F:8])[CH:5]=[C:4]([F:9])[C:3]=1[OH:10].F[C:12]1[CH:17]=[CH:16][CH:15]=[CH:14][C:13]=1[N+:18]([O-:20])=[O:19].[F:21][C:22]1[CH:35]=[C:34]([F:36])[CH:33]=[C:32]([F:37])[C:23]=1[O:24][C:25]1[CH:31]=[CH:30][CH:29]=[CH:28][C:26]=1[NH2:27].[NH2:38][C:39]1[S:40][CH:41]=[CH:42][N:43]=1. No catalyst specified. The product is [F:1][C:2]1[CH:7]=[C:6]([F:8])[CH:5]=[C:4]([F:9])[C:3]=1[O:10][C:12]1[CH:17]=[CH:16][CH:15]=[CH:14][C:13]=1[N+:18]([O-:20])=[O:19].[F:21][C:22]1[CH:35]=[C:34]([F:36])[CH:33]=[C:32]([F:37])[C:23]=1[O:24][C:25]1[CH:31]=[CH:30][CH:29]=[CH:28][C:26]=1[NH:27][C:3]([NH:38][C:39]1[S:40][CH:41]=[CH:42][N:43]=1)=[O:10]. The yield is 0.850. (4) The reactants are [F:1][C:2]1[CH:3]=[C:4]([C:12](=O)[CH2:13][C:14](=O)[C:15]([F:18])([F:17])[F:16])[CH:5]=[CH:6][C:7]=1[C:8]([F:11])([F:10])[F:9].[NH2:21][C:22]1[C:26]([C:27]2[CH:32]=[C:31]([CH3:33])[N:30]=[C:29]([CH3:34])[CH:28]=2)=[CH:25][NH:24][N:23]=1. No catalyst specified. The product is [F:1][C:2]1[CH:3]=[C:4]([C:12]2[CH:13]=[C:14]([C:15]([F:18])([F:17])[F:16])[N:23]3[N:24]=[CH:25][C:26]([C:27]4[CH:32]=[C:31]([CH3:33])[N:30]=[C:29]([CH3:34])[CH:28]=4)=[C:22]3[N:21]=2)[CH:5]=[CH:6][C:7]=1[C:8]([F:11])([F:10])[F:9]. The yield is 0.200. (5) The reactants are [Br:1][C:2]1[CH:7]=[CH:6][C:5]([C:8]2[CH:16]=[CH:15][CH:14]=[C:13]3[C:9]=2[CH2:10][C:11](=[O:17])[NH:12]3)=[CH:4][CH:3]=1.[CH:18]([N:21]([CH:36]([CH3:38])[CH3:37])[CH2:22][CH2:23][NH:24][C:25]([C:27]1[C:31]([CH3:32])=[C:30]([CH:33]=O)[NH:29][C:28]=1[CH3:35])=[O:26])([CH3:20])[CH3:19]. The catalyst is C(O)C.N1CCCCC1. The product is [CH:36]([N:21]([CH:18]([CH3:20])[CH3:19])[CH2:22][CH2:23][NH:24][C:25]([C:27]1[C:31]([CH3:32])=[C:30]([CH:33]=[C:10]2[C:9]3[C:13](=[CH:14][CH:15]=[CH:16][C:8]=3[C:5]3[CH:4]=[CH:3][C:2]([Br:1])=[CH:7][CH:6]=3)[NH:12][C:11]2=[O:17])[NH:29][C:28]=1[CH3:35])=[O:26])([CH3:37])[CH3:38]. The yield is 0.280. (6) The reactants are [N:1]([C@H:4]1[CH2:9][CH2:8][N:7]([C:10]([O:12][C:13]([CH3:16])([CH3:15])[CH3:14])=[O:11])[C@@H:6]([CH3:17])[CH2:5]1)=[N+]=[N-]. The catalyst is CO.[Pd]. The product is [NH2:1][C@H:4]1[CH2:9][CH2:8][N:7]([C:10]([O:12][C:13]([CH3:16])([CH3:15])[CH3:14])=[O:11])[C@@H:6]([CH3:17])[CH2:5]1. The yield is 1.00. (7) The reactants are [CH2:1]([S:3]([N:6]1[CH2:11][CH2:10][CH:9]([C:12]2[C:20]3[C:15](=[C:16]([C:28]#[N:29])[CH:17]=[C:18]([C:21]4[CH:26]=[CH:25][CH:24]=[CH:23][C:22]=4[F:27])[CH:19]=3)[NH:14][N:13]=2)[CH2:8][CH2:7]1)(=[O:5])=[O:4])[CH3:2].[OH-:30].[K+]. The catalyst is CC(O)(C)C. The product is [CH2:1]([S:3]([N:6]1[CH2:11][CH2:10][CH:9]([C:12]2[C:20]3[C:15](=[C:16]([C:28]([NH2:29])=[O:30])[CH:17]=[C:18]([C:21]4[CH:26]=[CH:25][CH:24]=[CH:23][C:22]=4[F:27])[CH:19]=3)[NH:14][N:13]=2)[CH2:8][CH2:7]1)(=[O:5])=[O:4])[CH3:2]. The yield is 0.250.